Task: Predict the product of the given reaction.. Dataset: Forward reaction prediction with 1.9M reactions from USPTO patents (1976-2016) (1) Given the reactants Br[C:2]1[CH:23]=[CH:22][C:5]([C:6]([NH:8][S:9]([C:12]2[CH:17]=[CH:16][CH:15]=[CH:14][C:13]=2[S:18](=[O:21])(=[O:20])[NH2:19])(=[O:11])=[O:10])=[O:7])=[CH:4][C:3]=1[O:24][CH2:25][CH:26]1[CH2:28][CH2:27]1.[CH3:29][CH:30]([CH3:33])[C:31]#[CH:32], predict the reaction product. The product is: [CH:26]1([CH2:25][O:24][C:3]2[CH:4]=[C:5]([CH:22]=[CH:23][C:2]=2[C:32]#[C:31][CH:30]([CH3:33])[CH3:29])[C:6]([NH:8][S:9]([C:12]2[CH:17]=[CH:16][CH:15]=[CH:14][C:13]=2[S:18](=[O:21])(=[O:20])[NH2:19])(=[O:11])=[O:10])=[O:7])[CH2:28][CH2:27]1. (2) Given the reactants [CH3:1][O:2][C:3]1[CH:40]=[CH:39][C:6]([CH2:7][N:8]2[C:12]([C:13]3[C:17]([N+:18]([O-])=O)=[CH:16][N:15]([CH2:21][C:22]4[CH:27]=[CH:26][C:25]([O:28][CH3:29])=[CH:24][CH:23]=4)[N:14]=3)=[N:11][N:10]([CH2:30][CH2:31][N:32]3[CH2:37][CH2:36][O:35][CH2:34][CH2:33]3)[C:9]2=[O:38])=[CH:5][CH:4]=1, predict the reaction product. The product is: [NH2:18][C:17]1[C:13]([C:12]2[N:8]([CH2:7][C:6]3[CH:5]=[CH:4][C:3]([O:2][CH3:1])=[CH:40][CH:39]=3)[C:9](=[O:38])[N:10]([CH2:30][CH2:31][N:32]3[CH2:37][CH2:36][O:35][CH2:34][CH2:33]3)[N:11]=2)=[N:14][N:15]([CH2:21][C:22]2[CH:27]=[CH:26][C:25]([O:28][CH3:29])=[CH:24][CH:23]=2)[CH:16]=1. (3) Given the reactants [CH2:1]([O:8][C:9]([NH:11][C@H:12]1[CH2:17][CH2:16][CH2:15][N:14]([CH:18]2[CH2:23][CH2:22][N:21](C(OC(C)(C)C)=O)[CH2:20][CH2:19]2)[C:13]1=[O:31])=[O:10])[C:2]1[CH:7]=[CH:6][CH:5]=[CH:4][CH:3]=1.C(Cl)[Cl:33].Cl.O1CCOCC1, predict the reaction product. The product is: [ClH:33].[O:31]=[C:13]1[C@@H:12]([NH:11][C:9](=[O:10])[O:8][CH2:1][C:2]2[CH:7]=[CH:6][CH:5]=[CH:4][CH:3]=2)[CH2:17][CH2:16][CH2:15][N:14]1[CH:18]1[CH2:23][CH2:22][NH:21][CH2:20][CH2:19]1.